Task: Regression. Given a peptide amino acid sequence and an MHC pseudo amino acid sequence, predict their binding affinity value. This is MHC class II binding data.. Dataset: Peptide-MHC class II binding affinity with 134,281 pairs from IEDB (1) The peptide sequence is GELQIFDKIDAAFKI. The MHC is DRB3_0202 with pseudo-sequence DRB3_0202. The binding affinity (normalized) is 0.320. (2) The peptide sequence is INEPTSAAIAYGLDR. The MHC is HLA-DQA10401-DQB10402 with pseudo-sequence HLA-DQA10401-DQB10402. The binding affinity (normalized) is 0.411. (3) The peptide sequence is WHTTKGAALMSGEGRL. The MHC is DRB1_0101 with pseudo-sequence DRB1_0101. The binding affinity (normalized) is 0.240.